This data is from Reaction yield outcomes from USPTO patents with 853,638 reactions. The task is: Predict the reaction yield, written as a fraction of the theoretical maximum amount of product (1.0 means a 100% yield; for example, 0.34 means a 34% yield). (1) The reactants are [CH2:1]([O:3][C:4]1[CH:5]=[C:6]2[C:11](=[C:12]3[CH2:16][C:15]([CH3:18])([CH3:17])[O:14][C:13]=13)[C:10]([C:19]1[CH:27]=[CH:26][C:22]([C:23]([NH2:25])=O)=[C:21]([NH:28][CH2:29][C:30]3[CH:35]=[CH:34][CH:33]=[CH:32][CH:31]=3)[CH:20]=1)=[N:9][C:8]([CH3:37])([CH3:36])[CH2:7]2)[CH3:2].P(Cl)(Cl)(Cl)=O.C(=O)([O-])O.[Na+]. The catalyst is C(Cl)(Cl)Cl. The product is [CH2:1]([O:3][C:4]1[CH:5]=[C:6]2[C:11](=[C:12]3[CH2:16][C:15]([CH3:18])([CH3:17])[O:14][C:13]=13)[C:10]([C:19]1[CH:27]=[CH:26][C:22]([C:23]#[N:25])=[C:21]([NH:28][CH2:29][C:30]3[CH:35]=[CH:34][CH:33]=[CH:32][CH:31]=3)[CH:20]=1)=[N:9][C:8]([CH3:36])([CH3:37])[CH2:7]2)[CH3:2]. The yield is 0.900. (2) The reactants are [Cl:1][C:2]1[CH:3]=[CH:4][C:5]([CH3:36])=[C:6]([C:8]2[CH:12]=[C:11](B3OC(C)(C)C(C)(C)O3)[N:10]([S:22]([C:25]3[CH:30]=[CH:29][CH:28]=[CH:27][CH:26]=3)(=[O:24])=[O:23])[C:9]=2[C:31]([O:33][CH2:34][CH3:35])=[O:32])[CH:7]=1.I[C:38]1[N:43]=[CH:42][N:41]=[C:40]([NH2:44])[CH:39]=1.C([O-])([O-])=O.[Na+].[Na+]. The catalyst is O1CCOCC1.O.C1C=CC(P(C2C=CC=CC=2)[C-]2C=CC=C2)=CC=1.C1C=CC(P(C2C=CC=CC=2)[C-]2C=CC=C2)=CC=1.Cl[Pd]Cl.[Fe+2]. The product is [NH2:44][C:40]1[N:41]=[CH:42][N:43]=[C:38]([C:11]2[N:10]([S:22]([C:25]3[CH:30]=[CH:29][CH:28]=[CH:27][CH:26]=3)(=[O:24])=[O:23])[C:9]([C:31]([O:33][CH2:34][CH3:35])=[O:32])=[C:8]([C:6]3[CH:7]=[C:2]([Cl:1])[CH:3]=[CH:4][C:5]=3[CH3:36])[CH:12]=2)[CH:39]=1. The yield is 0.400.